This data is from Reaction yield outcomes from USPTO patents with 853,638 reactions. The task is: Predict the reaction yield, written as a fraction of the theoretical maximum amount of product (1.0 means a 100% yield; for example, 0.34 means a 34% yield). (1) The catalyst is CN(C)C=O. The reactants are [NH:1]1[C:5]([C:6]([O:8][CH3:9])=[O:7])=[CH:4][N:3]=[N:2]1.[H-].[Na+].Br[CH2:13][C:14]#[C:15][Si:16]([CH3:19])([CH3:18])[CH3:17]. The yield is 0.330. The product is [CH3:17][Si:16]([CH3:19])([CH3:18])[C:15]#[C:14][CH2:13][N:3]1[CH:4]=[C:5]([C:6]([O:8][CH3:9])=[O:7])[N:1]=[N:2]1. (2) The reactants are CCCCCC.C([Li])CCC.Br[C:13]1[CH:18]=[CH:17][C:16]([C:19]2[N:24]=[C:23]([C:25]3[CH:26]=[C:27]([CH3:31])[CH:28]=[CH:29][CH:30]=3)[N:22]=[C:21]([C:32]3[CH:33]=[C:34]([CH3:38])[CH:35]=[CH:36][CH:37]=3)[N:20]=2)=[CH:15][CH:14]=1.Br[C:40]1[N:45]=[C:44]([C:46]2[CH:51]=[CH:50][CH:49]=[CH:48][N:47]=2)[CH:43]=[CH:42][CH:41]=1. The catalyst is C1C=CC([P]([Pd]([P](C2C=CC=CC=2)(C2C=CC=CC=2)C2C=CC=CC=2)([P](C2C=CC=CC=2)(C2C=CC=CC=2)C2C=CC=CC=2)[P](C2C=CC=CC=2)(C2C=CC=CC=2)C2C=CC=CC=2)(C2C=CC=CC=2)C2C=CC=CC=2)=CC=1.O1CCCC1. The product is [C:27]1([CH3:31])[CH:28]=[CH:29][CH:30]=[C:25]([C:23]2[N:22]=[C:21]([C:32]3[CH:33]=[C:34]([CH3:38])[CH:35]=[CH:36][CH:37]=3)[N:20]=[C:19]([C:16]3[CH:15]=[CH:14][C:13]([C:40]4[N:45]=[C:44]([C:46]5[CH:51]=[CH:50][CH:49]=[CH:48][N:47]=5)[CH:43]=[CH:42][CH:41]=4)=[CH:18][CH:17]=3)[N:24]=2)[CH:26]=1. The yield is 0.610. (3) The reactants are [N+:1]([C:4]1[CH:9]=[C:8]([N+:10]([O-:12])=[O:11])[CH:7]=[CH:6][C:5]=1[NH:13][CH2:14][CH2:15][CH2:16][CH2:17][CH2:18][CH2:19][CH2:20][CH2:21][NH:22][C:23]([CH:25]1[CH2:29][CH:28]([OH:30])[CH:27]([OH:31])[CH2:26]1)=[O:24])([O-:3])=[O:2].CCOC(C)=O. The catalyst is O.CO. The product is [N+:1]([C:4]1[CH:9]=[C:8]([N+:10]([O-:12])=[O:11])[CH:7]=[CH:6][C:5]=1[NH:13][CH2:14][CH2:15][CH2:16][CH2:17][CH2:18][CH2:19][CH2:20][CH2:21][NH:22][C:23](=[O:24])[CH:25]([CH2:26][CH:27]=[O:31])[CH2:29][CH:28]=[O:30])([O-:3])=[O:2]. The yield is 0.900.